Dataset: Peptide-MHC class II binding affinity with 134,281 pairs from IEDB. Task: Regression. Given a peptide amino acid sequence and an MHC pseudo amino acid sequence, predict their binding affinity value. This is MHC class II binding data. (1) The peptide sequence is NMVVERLGDYLVEQG. The MHC is HLA-DPA10201-DPB10501 with pseudo-sequence HLA-DPA10201-DPB10501. The binding affinity (normalized) is 0.434. (2) The peptide sequence is IKSDKPLKGPFNFRF. The MHC is HLA-DPA10103-DPB10401 with pseudo-sequence HLA-DPA10103-DPB10401. The binding affinity (normalized) is 0.130. (3) The peptide sequence is FDAFVAYHIGARIVS. The MHC is HLA-DPA10201-DPB10101 with pseudo-sequence HLA-DPA10201-DPB10101. The binding affinity (normalized) is 0.524. (4) The peptide sequence is IGKMFEATARGARRM. The MHC is DRB1_0301 with pseudo-sequence DRB1_0301. The binding affinity (normalized) is 0.441. (5) The peptide sequence is VIDWLVSNQSVRNRQEGLY. The MHC is HLA-DQA10301-DQB10302 with pseudo-sequence HLA-DQA10301-DQB10302. The binding affinity (normalized) is 0.361. (6) The peptide sequence is NGDGDVVAVDIKEKG. The MHC is DRB1_0401 with pseudo-sequence DRB1_0401. The binding affinity (normalized) is 0.0448.